From a dataset of Merck oncology drug combination screen with 23,052 pairs across 39 cell lines. Regression. Given two drug SMILES strings and cell line genomic features, predict the synergy score measuring deviation from expected non-interaction effect. (1) Drug 1: COc1cccc2c1C(=O)c1c(O)c3c(c(O)c1C2=O)CC(O)(C(=O)CO)CC3OC1CC(N)C(O)C(C)O1. Drug 2: NC(=O)c1cccc2cn(-c3ccc(C4CCCNC4)cc3)nc12. Cell line: UWB1289BRCA1. Synergy scores: synergy=7.04. (2) Drug 1: NC1(c2ccc(-c3nc4ccn5c(=O)[nH]nc5c4cc3-c3ccccc3)cc2)CCC1. Drug 2: CC1(c2nc3c(C(N)=O)cccc3[nH]2)CCCN1. Cell line: LOVO. Synergy scores: synergy=-2.04.